This data is from Forward reaction prediction with 1.9M reactions from USPTO patents (1976-2016). The task is: Predict the product of the given reaction. (1) Given the reactants [CH3:1][S:2][C:3]1[S:7][C:6]([SH:8])=[N:5][N:4]=1.[H-].[Na+].Cl[C:12]1[C:13]([C:18]#[N:19])=[N:14][CH:15]=[CH:16][N:17]=1, predict the reaction product. The product is: [CH3:1][S:2][C:3]1[S:7][C:6]([S:8][C:12]2[C:13]([C:18]#[N:19])=[N:14][CH:15]=[CH:16][N:17]=2)=[N:5][N:4]=1. (2) Given the reactants C(C1C=CC(OCC2ON=C(CC3C=C(C=CC=3)[C:19]([OH:21])=[O:20])N=2)=C(C)C=1O)(=O)C.[Cl:29][C:30]1[C:31]([OH:54])=[C:32]([C:51](=[O:53])[CH3:52])[CH:33]=[CH:34][C:35]=1[O:36][CH2:37][C:38]1[O:42][N:41]=[C:40]([CH2:43][C:44]2[CH:49]=[CH:48][C:47](I)=[CH:46][CH:45]=2)[N:39]=1, predict the reaction product. The product is: [C:51]([C:32]1[CH:33]=[CH:34][C:35]([O:36][CH2:37][C:38]2[O:42][N:41]=[C:40]([CH2:43][C:44]3[CH:49]=[CH:48][C:47]([C:19]([OH:21])=[O:20])=[CH:46][CH:45]=3)[N:39]=2)=[C:30]([Cl:29])[C:31]=1[OH:54])(=[O:53])[CH3:52]. (3) The product is: [Cl:8][C:6]1[CH:5]=[C:4]([C@:9]2([C:24]([F:25])([F:27])[F:26])[CH2:13][C:12]([C:14]3[CH:22]=[CH:21][C:17]([C:18]([NH:39][CH:37]4[CH2:38][S:35](=[O:40])(=[O:34])[CH2:36]4)=[O:20])=[C:16]([CH3:23])[CH:15]=3)=[CH:11][O:10]2)[CH:3]=[C:2]([Cl:1])[CH:7]=1. Given the reactants [Cl:1][C:2]1[CH:3]=[C:4]([C:9]2([C:24]([F:27])([F:26])[F:25])[CH2:13][C:12]([C:14]3[CH:22]=[CH:21][C:17]([C:18]([OH:20])=O)=[C:16]([CH3:23])[CH:15]=3)=[CH:11][O:10]2)[CH:5]=[C:6]([Cl:8])[CH:7]=1.C(Cl)(=O)C(Cl)=O.[O:34]=[S:35]1(=[O:40])[CH2:38][CH:37]([NH2:39])[CH2:36]1.C(N(CC)CC)C, predict the reaction product. (4) Given the reactants C([O:3][C:4](=O)[C@:5]([O:11][CH2:12][C:13]([C:28]1[C:33]([F:34])=[CH:32][N:31]=[C:30]([Br:35])[CH:29]=1)([NH:15][S:16]([C:19]1[CH:24]=[CH:23][CH:22]=[CH:21][C:20]=1[N+:25]([O-:27])=[O:26])(=[O:18])=[O:17])[CH3:14])([CH3:10])[C:6]([F:9])([F:8])[F:7])C.[NH3:37].CO, predict the reaction product. The product is: [Br:35][C:30]1[CH:29]=[C:28]([C:13]([NH:15][S:16]([C:19]2[CH:24]=[CH:23][CH:22]=[CH:21][C:20]=2[N+:25]([O-:27])=[O:26])(=[O:17])=[O:18])([CH3:14])[CH2:12][O:11][C@@:5]([CH3:10])([C:6]([F:7])([F:9])[F:8])[C:4]([NH2:37])=[O:3])[C:33]([F:34])=[CH:32][N:31]=1. (5) Given the reactants NC1C=CC(F)=CC=1C(O)=O.FC1C=CC2NC(=O)OC(=O)C=2C=1.[NH2:25][C:26]1[CH:36]=[CH:35][C:34]([F:37])=[CH:33][C:27]=1[C:28]([NH:30][O:31][CH3:32])=[O:29].[Cl:38][C:39]1[CH:44]=[C:43](I)[C:42]([C:46]([F:49])([F:48])[F:47])=[CH:41][N:40]=1.CC1(C)C2C=CC=C(P(C3C=CC=CC=3)C3C=CC=CC=3)C=2OC2C1=CC=CC=2P(C1C=CC=CC=1)C1C=CC=CC=1.C(=O)([O-])[O-].[Cs+].[Cs+], predict the reaction product. The product is: [Cl:38][C:39]1[CH:44]=[C:43]([NH:25][C:26]2[CH:36]=[CH:35][C:34]([F:37])=[CH:33][C:27]=2[C:28]([NH:30][O:31][CH3:32])=[O:29])[C:42]([C:46]([F:47])([F:48])[F:49])=[CH:41][N:40]=1. (6) Given the reactants [CH2:1]([N:8]([CH2:25][C@@H:26]([OH:39])[CH2:27][O:28][S:29]([C:32]1[CH:37]=[CH:36][C:35]([CH3:38])=[CH:34][CH:33]=1)(=[O:31])=[O:30])[C@@H:9]([CH2:20][C:21]([O:23][CH3:24])=[O:22])[C:10]([O:12][CH2:13][C:14]1[CH:19]=[CH:18][CH:17]=[CH:16][CH:15]=1)=[O:11])[C:2]1[CH:7]=[CH:6][CH:5]=[CH:4][CH:3]=1.C(Cl)Cl.[CH:43]([O:45][CH2:46][CH3:47])=[CH2:44].C1(C)C=CC(S([O-])(=O)=O)=CC=1.[NH+]1C=CC=CC=1, predict the reaction product. The product is: [CH2:1]([N:8]([CH2:25][C@@H:26]([O:39][CH:43]([O:45][CH2:46][CH3:47])[CH3:44])[CH2:27][O:28][S:29]([C:32]1[CH:33]=[CH:34][C:35]([CH3:38])=[CH:36][CH:37]=1)(=[O:31])=[O:30])[C@@H:9]([CH2:20][C:21]([O:23][CH3:24])=[O:22])[C:10]([O:12][CH2:13][C:14]1[CH:19]=[CH:18][CH:17]=[CH:16][CH:15]=1)=[O:11])[C:2]1[CH:7]=[CH:6][CH:5]=[CH:4][CH:3]=1. (7) Given the reactants [Cl:1][C:2]1[CH:7]=[C:6]([N+:8]([O-:10])=[O:9])[CH:5]=[CH:4][C:3]=1[N:11]1[CH2:16][CH2:15][N:14](C(OC(C)(C)C)=O)[CH2:13][C@@H:12]1[CH3:24].C(O)(C(F)(F)F)=O, predict the reaction product. The product is: [Cl:1][C:2]1[CH:7]=[C:6]([N+:8]([O-:10])=[O:9])[CH:5]=[CH:4][C:3]=1[N:11]1[CH2:16][CH2:15][NH:14][CH2:13][C@@H:12]1[CH3:24]. (8) Given the reactants Br[C:2]1[CH:3]=[C:4]([CH3:7])[S:5][CH:6]=1.[CH3:8][C:9]1([CH3:23])[CH2:14][O:13][B:12]([B:12]2[O:13][CH2:14][C:9]([CH3:23])([CH3:8])[CH2:10][O:11]2)[O:11][CH2:10]1.CC([O-])=O.[K+], predict the reaction product. The product is: [CH3:8][C:9]1([CH3:23])[CH2:14][O:13][B:12]([C:2]2[CH:3]=[C:4]([CH3:7])[S:5][CH:6]=2)[O:11][CH2:10]1. (9) Given the reactants [Cl:1][C:2]1[CH:3]=[CH:4][C:5]([OH:23])=[C:6]([C:8]2[CH:13]=[CH:12][C:11]([C:14]([NH:16][CH:17]([CH2:20][CH3:21])[CH2:18][CH3:19])=[O:15])=[C:10]([F:22])[CH:9]=2)[CH:7]=1.CC1C=CC(O[C@H:30]([CH3:35])[C:31]([O:33]C)=[O:32])=CC=1.C(=O)([O-])[O-].[K+].[K+], predict the reaction product. The product is: [Cl:1][C:2]1[CH:3]=[CH:4][C:5]([O:23][C@@H:30]([CH3:35])[C:31]([OH:33])=[O:32])=[C:6]([C:8]2[CH:13]=[CH:12][C:11]([C:14]([NH:16][CH:17]([CH2:18][CH3:19])[CH2:20][CH3:21])=[O:15])=[C:10]([F:22])[CH:9]=2)[CH:7]=1. (10) Given the reactants [Br:1][C:2]1C(=O)[CH2:4][CH2:5][CH2:6][C:7]=1O.[CH:10](OC)(OC)[O:11][CH3:12].S(=O)(=O)(O)O.S(O)(O)(=O)=O.[NH2:27][OH:28].C(=O)(O)[O-].[Na+], predict the reaction product. The product is: [Br:1][C:2]1[C:7](=[N:27][OH:28])[CH2:6][CH2:5][CH2:4][C:10]=1[O:11][CH3:12].